From a dataset of Forward reaction prediction with 1.9M reactions from USPTO patents (1976-2016). Predict the product of the given reaction. (1) Given the reactants [CH3:1][O:2][C:3]([C:5]1[CH:6]=[C:7]([S:10]([OH:13])(=O)=[O:11])[S:8][CH:9]=1)=[O:4].N1C=CC=CC=1.P(Cl)(Cl)(Cl)(Cl)[Cl:21], predict the reaction product. The product is: [Cl:21][S:10]([C:7]1[S:8][CH:9]=[C:5]([C:3]([O:2][CH3:1])=[O:4])[CH:6]=1)(=[O:13])=[O:11]. (2) Given the reactants [CH:1]1([CH2:6][CH:7]([N:11]2[C:16](=[O:17])[CH:15]=[C:14]([O:18][C:19]3[C:24](=[O:25])[CH:23]=[CH:22][O:21][C:20]=3[CH3:26])[CH:13]=[N:12]2)[C:8](O)=[O:9])[CH2:5][CH2:4][CH2:3][CH2:2]1.[CH3:27][C:28]1([CH3:40])[O:32][C@H:31]([CH2:33][N:34]2[CH:38]=[CH:37][C:36]([NH2:39])=[N:35]2)[CH2:30][O:29]1, predict the reaction product. The product is: [CH:1]1([CH2:6][CH:7]([N:11]2[C:16](=[O:17])[CH:15]=[C:14]([O:18][C:19]3[C:24](=[O:25])[CH:23]=[CH:22][O:21][C:20]=3[CH3:26])[CH:13]=[N:12]2)[C:8]([NH:39][C:36]2[CH:37]=[CH:38][N:34]([CH2:33][C@@H:31]3[CH2:30][O:29][C:28]([CH3:40])([CH3:27])[O:32]3)[N:35]=2)=[O:9])[CH2:2][CH2:3][CH2:4][CH2:5]1.